This data is from Forward reaction prediction with 1.9M reactions from USPTO patents (1976-2016). The task is: Predict the product of the given reaction. (1) Given the reactants [C:1]([C:5]1[CH:13]=[CH:12][C:8]([C:9]([OH:11])=O)=[CH:7][CH:6]=1)([CH3:4])([CH3:3])[CH3:2].CN(C(ON1N=NC2C=CC=NC1=2)=[N+](C)C)C.F[P-](F)(F)(F)(F)F.[NH2:38][C@@H:39]([CH2:47][C:48]1[CH:53]=[CH:52][C:51]([OH:54])=[CH:50][CH:49]=1)[C:40]([O:42][C:43]([CH3:46])([CH3:45])[CH3:44])=[O:41], predict the reaction product. The product is: [C:1]([C:5]1[CH:6]=[CH:7][C:8]([C:9]([NH:38][C@H:39]([C:40]([O:42][C:43]([CH3:46])([CH3:45])[CH3:44])=[O:41])[CH2:47][C:48]2[CH:53]=[CH:52][C:51]([OH:54])=[CH:50][CH:49]=2)=[O:11])=[CH:12][CH:13]=1)([CH3:2])([CH3:3])[CH3:4]. (2) Given the reactants C1(C(Cl)=O)CCCCC1.FC(F)(F)C1C=C(C=CC=1)C(Cl)=O.[NH2:23][C:24]1[C:29]2[C:30]([C:33]3[CH:34]=[C:35]([NH:39][C:40](=[O:51])[C:41]4[CH:46]=[CH:45][CH:44]=[C:43](C(F)(F)F)[CH:42]=4)[CH:36]=[CH:37][CH:38]=3)=[CH:31][S:32][C:28]=2[C:27]([C:52]2[CH:53]=[N:54][CH:55]=[CH:56][CH:57]=2)=[CH:26][N:25]=1, predict the reaction product. The product is: [NH2:23][C:24]1[C:29]2[C:30]([C:33]3[CH:34]=[C:35]([NH:39][C:40]([CH:41]4[CH2:42][CH2:43][CH2:44][CH2:45][CH2:46]4)=[O:51])[CH:36]=[CH:37][CH:38]=3)=[CH:31][S:32][C:28]=2[C:27]([C:52]2[CH:53]=[N:54][CH:55]=[CH:56][CH:57]=2)=[CH:26][N:25]=1. (3) Given the reactants COC1C=C(OC)C=CC=1C[O:6][N:7]1[C:12](=[O:13])[C:11]2[S:14][C:15]3[CH:20]=[CH:19][CH:18]=[CH:17][C:16]=3[C:10]=2[NH:9][C:8]1=[O:21].Br[CH2:29][CH2:30][C:31]1[CH:36]=[CH:35][CH:34]=[CH:33][CH:32]=1, predict the reaction product. The product is: [OH:6][N:7]1[C:12](=[O:13])[C:11]2[S:14][C:15]3[CH:20]=[CH:19][CH:18]=[CH:17][C:16]=3[C:10]=2[N:9]([CH2:29][CH2:30][C:31]2[CH:36]=[CH:35][CH:34]=[CH:33][CH:32]=2)[C:8]1=[O:21]. (4) Given the reactants [C:1]([C:3]1[CH:8]=[C:7]([O:9][CH2:10][CH:11]2[CH2:16][CH2:15][N:14]([CH2:17][C:18]([F:21])([CH3:20])[CH3:19])[CH2:13][CH2:12]2)[CH:6]=[CH:5][C:4]=1[C:22]1[CH:27]=[CH:26][C:25]([C:28]([O:30]C)=[O:29])=[CH:24][CH:23]=1)#[N:2].O[Li].O, predict the reaction product. The product is: [C:1]([C:3]1[CH:8]=[C:7]([O:9][CH2:10][CH:11]2[CH2:12][CH2:13][N:14]([CH2:17][C:18]([F:21])([CH3:20])[CH3:19])[CH2:15][CH2:16]2)[CH:6]=[CH:5][C:4]=1[C:22]1[CH:27]=[CH:26][C:25]([C:28]([OH:30])=[O:29])=[CH:24][CH:23]=1)#[N:2]. (5) Given the reactants [Cl:1][C:2]1[CH:3]=[C:4]([CH2:9][C:10]([OH:12])=O)[CH:5]=[CH:6][C:7]=1[Cl:8].[N:13]1[CH:18]=[CH:17][C:16]([CH:19]=O)=[CH:15][CH:14]=1.[C:21]([O:24]C(=O)C)(=[O:23])C.N1C=CC=CC=1, predict the reaction product. The product is: [Cl:1][C:2]1[CH:3]=[C:4]([C:9](=[CH:19][C:16]2[CH:15]=[CH:14][N:13]=[CH:18][CH:17]=2)[C:10](=[O:12])[C:21]([OH:24])=[O:23])[CH:5]=[CH:6][C:7]=1[Cl:8]. (6) Given the reactants [F:1][C:2]1[CH:7]=[C:6]([C:8]([F:11])([F:10])[F:9])[CH:5]=[CH:4][C:3]=1[CH:12]1[CH2:17][C:16](=[O:18])[N:15]([CH3:19])[C:14]([CH3:20])=[C:13]1[C:21]([O:23]C)=O.[NH2:25][C:26]1[CH:27]=[C:28]2[C:32](=[CH:33][CH:34]=1)[NH:31][N:30]=[C:29]2[Cl:35].C(Cl)CCl.CCN(CC)CC, predict the reaction product. The product is: [Cl:35][C:29]1[C:28]2[C:32](=[CH:33][CH:34]=[C:26]([NH:25][C:21]([C:13]3[CH:12]([C:3]4[CH:4]=[CH:5][C:6]([C:8]([F:9])([F:10])[F:11])=[CH:7][C:2]=4[F:1])[CH2:17][C:16](=[O:18])[N:15]([CH3:19])[C:14]=3[CH3:20])=[O:23])[CH:27]=2)[NH:31][N:30]=1. (7) Given the reactants Br[C:2]1[CH:3]=[C:4]([OH:19])[C:5]2[CH:6]=[N:7][N:8]([C:11]3[CH:16]=[CH:15][C:14]([OH:17])=[C:13]([F:18])[CH:12]=3)[C:9]=2[CH:10]=1.[CH2:20](C([Sn])=C(CCCC)CCCC)[CH2:21]CC, predict the reaction product. The product is: [CH:20]([C:2]1[CH:3]=[C:4]([OH:19])[C:5]2[CH:6]=[N:7][N:8]([C:11]3[CH:16]=[CH:15][C:14]([OH:17])=[C:13]([F:18])[CH:12]=3)[C:9]=2[CH:10]=1)=[CH2:21].